Dataset: Forward reaction prediction with 1.9M reactions from USPTO patents (1976-2016). Task: Predict the product of the given reaction. (1) Given the reactants FC(F)(F)S(O[C:7]1[CH:16]=[CH:15][C:14]2[O:13][C:12](=[O:17])[CH:11]=[CH:10][C:9]=2[C:8]=1[C:18]([O:20][CH3:21])=[O:19])(=O)=O.[CH3:24][Si:25]([C:28]#[CH:29])([CH3:27])[CH3:26], predict the reaction product. The product is: [CH3:24][Si:25]([C:28]#[C:29][C:7]1[CH:16]=[CH:15][C:14]2[O:13][C:12](=[O:17])[CH:11]=[CH:10][C:9]=2[C:8]=1[C:18]([O:20][CH3:21])=[O:19])([CH3:27])[CH3:26]. (2) Given the reactants [CH3:1][O:2][C:3](=[O:15])[C:4]1[C:5](=[C:10]([NH2:14])[CH:11]=[CH:12][CH:13]=1)[C:6]([O:8][CH3:9])=[O:7].[O:16]1[CH:20]=[CH:19][CH:18]=[C:17]1[CH:21]=O.C(O)(=O)C.C(O[BH-](OC(=O)C)OC(=O)C)(=O)C.[Na+], predict the reaction product. The product is: [CH3:1][O:2][C:3](=[O:15])[C:4]1[C:5](=[C:10]([NH:14][CH2:21][C:17]2[O:16][CH:20]=[CH:19][CH:18]=2)[CH:11]=[CH:12][CH:13]=1)[C:6]([O:8][CH3:9])=[O:7]. (3) Given the reactants Cl.[NH2:2][C@@H:3]([C:6]1[CH:11]=[CH:10][C:9]([F:12])=[C:8]([Cl:13])[CH:7]=1)[CH2:4][OH:5].[CH3:14][C:15]([O:18][C:19](O[C:19]([O:18][C:15]([CH3:17])([CH3:16])[CH3:14])=[O:20])=[O:20])([CH3:17])[CH3:16], predict the reaction product. The product is: [Cl:13][C:8]1[CH:7]=[C:6]([C@H:3]([NH:2][C:19](=[O:20])[O:18][C:15]([CH3:17])([CH3:16])[CH3:14])[CH2:4][OH:5])[CH:11]=[CH:10][C:9]=1[F:12].